From a dataset of Forward reaction prediction with 1.9M reactions from USPTO patents (1976-2016). Predict the product of the given reaction. (1) Given the reactants [ClH:1].Cl.Cl.[Cl:4][C:5]1[CH:14]=[CH:13][C:12](Cl)=[C:11]2[C:6]=1[CH:7]=[C:8]([C:16]1[C:17]([NH2:33])=[N:18][CH:19]=[C:20]([C:22]3[CH:23]=[N:24][N:25]([CH:27]4[CH2:32][CH2:31][NH:30][CH2:29][CH2:28]4)[CH:26]=3)[CH:21]=1)[N:9]=[CH:10]2.[Cl:34]C1C=CC=C2C=1C=C(OS(C(F)(F)F)(=O)=O)N=C2, predict the reaction product. The product is: [ClH:4].[ClH:34].[ClH:1].[Cl:4][C:5]1[CH:14]=[CH:13][CH:12]=[C:11]2[C:6]=1[CH:7]=[C:8]([C:16]1[C:17]([NH2:33])=[N:18][CH:19]=[C:20]([C:22]3[CH:23]=[N:24][N:25]([CH:27]4[CH2:28][CH2:29][NH:30][CH2:31][CH2:32]4)[CH:26]=3)[CH:21]=1)[N:9]=[CH:10]2. (2) Given the reactants O.[OH-].[Li+].C[O:5][C:6]([CH:8]1[CH2:12][C:11](=[O:13])[N:10]([CH:14]2[CH2:19][CH:18]([CH3:20])[CH2:17][CH2:16][CH:15]2[CH:21]([CH3:23])[CH3:22])[CH2:9]1)=[O:7], predict the reaction product. The product is: [CH:21]([CH:15]1[CH2:16][CH2:17][CH:18]([CH3:20])[CH2:19][CH:14]1[N:10]1[C:11](=[O:13])[CH2:12][CH:8]([C:6]([OH:7])=[O:5])[CH2:9]1)([CH3:22])[CH3:23]. (3) Given the reactants [CH3:1][O:2][C:3](=[O:13])[C:4]1[CH:9]=[C:8]([O:10][CH3:11])[CH:7]=[CH:6]C=1Br.[Cl:14]C=CC1C=CC=CC=1.C(N([CH2:28][CH3:29])CC)C.[C:45]1([CH3:50])[CH:46]=[CH:47][CH:48]=[CH:49][C:44]=1P([C:44]1[CH:49]=[CH:48][CH:47]=[CH:46][C:45]=1[CH3:50])[C:44]1[CH:49]=[CH:48][CH:47]=[CH:46][C:45]=1[CH3:50], predict the reaction product. The product is: [CH3:1][O:2][C:3](=[O:13])[C:4]1[CH:9]=[C:8]([O:10][CH3:11])[CH:7]=[CH:6][C:28]=1/[CH:29]=[CH:50]/[C:45]1[CH:44]=[CH:49][CH:48]=[C:47]([Cl:14])[CH:46]=1.